Dataset: Reaction yield outcomes from USPTO patents with 853,638 reactions. Task: Predict the reaction yield, written as a fraction of the theoretical maximum amount of product (1.0 means a 100% yield; for example, 0.34 means a 34% yield). (1) The reactants are [F:1][C:2]1[CH:10]=[C:9]([C:11]2[CH:16]=[CH:15][C:14]([F:17])=[CH:13][CH:12]=2)[C:8]2[N:7]3[CH2:18][CH2:19][NH:20][C:21](=[O:22])[C:6]3=[CH:5][C:4]=2[CH:3]=1.CN(C)CCN(C)C.[F:31][C:32]([F:35])([F:34])I.O. The catalyst is C(#N)C.CN(C=O)C. The product is [F:1][C:2]1[CH:10]=[C:9]([C:11]2[CH:16]=[CH:15][C:14]([F:17])=[CH:13][CH:12]=2)[C:8]2[N:7]3[CH2:18][CH2:19][NH:20][C:21](=[O:22])[C:6]3=[C:5]([C:32]([F:35])([F:34])[F:31])[C:4]=2[CH:3]=1. The yield is 0.340. (2) The reactants are [H-].[Na+].[Cl:3][C:4]1[N:5]=[C:6](Cl)[C:7]2[N:13]=[C:12]([C:14]3[CH:19]=[CH:18][C:17]([F:20])=[CH:16][CH:15]=3)[CH:11]=[CH:10][C:8]=2[N:9]=1.[CH:22]([OH:25])([CH3:24])[CH3:23]. No catalyst specified. The product is [Cl:3][C:4]1[N:5]=[C:6]([O:25][CH:22]([CH3:24])[CH3:23])[C:7]2[N:13]=[C:12]([C:14]3[CH:19]=[CH:18][C:17]([F:20])=[CH:16][CH:15]=3)[CH:11]=[CH:10][C:8]=2[N:9]=1. The yield is 0.300.